From a dataset of hERG Central: cardiac toxicity at 1µM, 10µM, and general inhibition. Predict hERG channel inhibition at various concentrations. (1) Results: hERG_inhib (hERG inhibition (general)): blocker. The molecule is CCN(CC(=O)Nc1ccccc1OC)C(=O)c1ccc(N(C)S(=O)(=O)c2ccc(C)cc2)cc1. (2) Results: hERG_inhib (hERG inhibition (general)): blocker. The molecule is O=C(NCCc1nc2ccccc2[nH]1)/C(=C/c1ccc2c(c1)OCO2)NC(=O)c1ccccc1. (3) The drug is CN1CCN(C(c2ccccc2)c2ccc(Cl)cc2)CC1.Cl. Results: hERG_inhib (hERG inhibition (general)): blocker.